Dataset: Forward reaction prediction with 1.9M reactions from USPTO patents (1976-2016). Task: Predict the product of the given reaction. (1) Given the reactants [CH3:1][N:2]([CH3:21])[C:3]([N:5]1[CH2:9][CH:8]2[CH2:10][C:11]([NH2:20])([CH2:13][C:14]3[CH:19]=[CH:18][CH:17]=[CH:16][CH:15]=3)[CH2:12][CH:7]2[CH2:6]1)=[O:4].Cl[CH2:23][C:24]([N:26]1[CH2:30][C@@H:29]([F:31])[CH2:28][C@H:27]1[C:32]#[N:33])=[O:25].C(=O)([O-])[O-].[K+].[K+], predict the reaction product. The product is: [CH3:21][N:2]([CH3:1])[C:3]([N:5]1[CH2:9][CH:8]2[CH2:10][C:11]([CH2:13][C:14]3[CH:19]=[CH:18][CH:17]=[CH:16][CH:15]=3)([NH:20][CH2:23][C:24]([N:26]3[CH2:30][C@@H:29]([F:31])[CH2:28][C@H:27]3[C:32]#[N:33])=[O:25])[CH2:12][CH:7]2[CH2:6]1)=[O:4]. (2) Given the reactants [S:1]1[CH:5]=[CH:4][CH:3]=[C:2]1[CH:6]=O.[CH3:8][O:9][CH2:10][CH2:11][NH2:12].[C:13]1(=[O:24])[O:19][C:17](=O)[C:16]2=[CH:20][CH:21]=[CH:22][CH:23]=[C:15]2[CH2:14]1.[NH2:25][C:26]1[CH:30]=[C:29]([C:31]([CH3:34])([CH3:33])[CH3:32])[NH:28][N:27]=1, predict the reaction product. The product is: [C:31]([C:29]1[NH:28][N:27]=[C:26]([NH:25][C:13]([CH:14]2[C:15]3[C:16](=[CH:20][CH:21]=[CH:22][CH:23]=3)[C:17](=[O:19])[N:12]([CH2:11][CH2:10][O:9][CH3:8])[CH:6]2[C:2]2[S:1][CH:5]=[CH:4][CH:3]=2)=[O:24])[CH:30]=1)([CH3:34])([CH3:33])[CH3:32]. (3) Given the reactants [NH2:1][C:2]1[S:6][N:5]=[C:4]([C:7]2[CH:12]=[CH:11][C:10]([NH2:13])=[CH:9][CH:8]=2)[C:3]=1[C:14]([NH2:16])=[O:15].C(N(CC)C(C)C)(C)C.[F:26][C:27]1[CH:32]=[CH:31][C:30]([CH3:33])=[CH:29][C:28]=1[N:34]=[C:35]=[O:36], predict the reaction product. The product is: [NH2:1][C:2]1[S:6][N:5]=[C:4]([C:7]2[CH:8]=[CH:9][C:10]([NH:13][C:35]([NH:34][C:28]3[CH:29]=[C:30]([CH3:33])[CH:31]=[CH:32][C:27]=3[F:26])=[O:36])=[CH:11][CH:12]=2)[C:3]=1[C:14]([NH2:16])=[O:15]. (4) Given the reactants [F:1][C:2]([F:7])([F:6])[C:3]([OH:5])=[O:4].[F:8][C:9]([F:14])([F:13])[C:10]([OH:12])=[O:11].FC(F)(F)C(O)=O.[Cl:22][C:23]1[CH:24]=[N:25][C:26]2[NH:27][C:28]3[CH:29]=[N:30][CH:31]=[C:32]([CH:54]=3)[CH2:33][CH2:34][C:35]3[CH:43]=[C:39]([NH:40][C:41]=1[N:42]=2)[CH:38]=[CH:37][C:36]=3[NH:44][C:45](=[O:53])[CH2:46][CH:47]1[CH2:52][CH2:51][NH:50][CH2:49][CH2:48]1.[C:55]1([S:61](Cl)(=[O:63])=[O:62])[CH:60]=[CH:59][CH:58]=[CH:57][CH:56]=1, predict the reaction product. The product is: [F:1][C:2]([F:7])([F:6])[C:3]([OH:5])=[O:4].[F:8][C:9]([F:14])([F:13])[C:10]([OH:12])=[O:11].[Cl:22][C:23]1[CH:24]=[N:25][C:26]2[NH:27][C:28]3[CH:29]=[N:30][CH:31]=[C:32]([CH:54]=3)[CH2:33][CH2:34][C:35]3[CH:43]=[C:39]([NH:40][C:41]=1[N:42]=2)[CH:38]=[CH:37][C:36]=3[NH:44][C:45](=[O:53])[CH2:46][CH:47]1[CH2:52][CH2:51][N:50]([S:61]([C:55]2[CH:60]=[CH:59][CH:58]=[CH:57][CH:56]=2)(=[O:63])=[O:62])[CH2:49][CH2:48]1. (5) Given the reactants [F:1][C:2]1[CH:8]=[CH:7][C:5]([NH2:6])=[C:4]([NH:9][CH2:10][CH2:11][CH2:12][CH2:13][O:14][CH3:15])[CH:3]=1.[Cl:16][C:17]([Cl:23])([Cl:22])[C:18](=N)OC, predict the reaction product. The product is: [F:1][C:2]1[CH:8]=[CH:7][C:5]2[N:6]=[C:18]([C:17]([Cl:23])([Cl:22])[Cl:16])[N:9]([CH2:10][CH2:11][CH2:12][CH2:13][O:14][CH3:15])[C:4]=2[CH:3]=1.